This data is from Reaction yield outcomes from USPTO patents with 853,638 reactions. The task is: Predict the reaction yield, written as a fraction of the theoretical maximum amount of product (1.0 means a 100% yield; for example, 0.34 means a 34% yield). (1) The reactants are [Cl:1][C:2]1[C:3]([F:32])=[C:4]([CH:29]=[CH:30][CH:31]=1)[NH:5][C:6]1[C:15]2[C:10](=[CH:11][C:12]([O:27][CH3:28])=[C:13]([O:16][CH2:17][C@@H:18]3[CH2:22][CH2:21][CH2:20][N:19]3[C:23](=[O:26])[CH2:24]Cl)[CH:14]=2)[N:9]=[CH:8][N:7]=1.[CH3:33][NH2:34]. The catalyst is C(O)C. The product is [Cl:1][C:2]1[C:3]([F:32])=[C:4]([CH:29]=[CH:30][CH:31]=1)[NH:5][C:6]1[C:15]2[C:10](=[CH:11][C:12]([O:27][CH3:28])=[C:13]([O:16][CH2:17][C@@H:18]3[CH2:22][CH2:21][CH2:20][N:19]3[C:23](=[O:26])[CH2:24][NH:34][CH3:33])[CH:14]=2)[N:9]=[CH:8][N:7]=1. The yield is 0.470. (2) The reactants are [OH:1][CH2:2][CH2:3][CH2:4][CH2:5][N:6]1[CH:10]=[C:9]([C:11]([NH:13][CH2:14][C:15]2[CH:20]=[CH:19][CH:18]=[CH:17][N:16]=2)=[O:12])[N:8]=[N:7]1.[CH3:21][S:22](Cl)(=[O:24])=[O:23]. The catalyst is C(Cl)Cl. The product is [CH3:21][S:22]([O:1][CH2:2][CH2:3][CH2:4][CH2:5][N:6]1[CH:10]=[C:9]([C:11](=[O:12])[NH:13][CH2:14][C:15]2[CH:20]=[CH:19][CH:18]=[CH:17][N:16]=2)[N:8]=[N:7]1)(=[O:24])=[O:23]. The yield is 1.00. (3) The reactants are [C:1]([O:5][C:6]([NH:8][C:9]1[C:14]([C:15](O)=[O:16])=[C:13]([O:18][CH3:19])[C:12]([CH2:20][N:21]2[CH2:26][CH2:25][O:24][CH2:23][CH2:22]2)=[C:11]([O:27][CH3:28])[CH:10]=1)=[O:7])([CH3:4])([CH3:3])[CH3:2].CC[N:31]=C=NCCCN(C)C.Cl.Cl.C1C=CC2N(O)N=NC=2C=1.C(N(CC)CC)C.[OH-].[NH4+]. The catalyst is C1COCC1. The product is [C:1]([O:5][C:6](=[O:7])[NH:8][C:9]1[CH:10]=[C:11]([O:27][CH3:28])[C:12]([CH2:20][N:21]2[CH2:22][CH2:23][O:24][CH2:25][CH2:26]2)=[C:13]([O:18][CH3:19])[C:14]=1[C:15](=[O:16])[NH2:31])([CH3:4])([CH3:3])[CH3:2]. The yield is 0.500. (4) The reactants are C(OC(=O)[NH:10][CH2:11][CH2:12][O:13][C:14]1[CH:19]=[CH:18][C:17]([C:20]2[N:21]=[CH:22][O:23][CH:24]=2)=[CH:16][CH:15]=1)C1C=CC=CC=1.C1CC=CCC=1. The catalyst is CO.[Pd]. The product is [O:23]1[CH:24]=[C:20]([C:17]2[CH:18]=[CH:19][C:14]([O:13][CH2:12][CH2:11][NH2:10])=[CH:15][CH:16]=2)[N:21]=[CH:22]1. The yield is 0.815. (5) The product is [NH2:65][C:62]1[N:63]=[CH:64][C:59]([C:48]2[N:47]=[C:46]3[C:51]([N:52]=[C:44]([N:40]4[CH2:41][CH2:42][N:43]([C:1](=[O:6])[C@@H:2]([OH:3])[CH3:4])[C@H:38]([CH3:37])[CH2:39]4)[N:45]3[CH2:66][C:67]([F:69])([F:68])[F:70])=[C:50]([N:53]3[CH2:54][CH2:55][O:56][CH2:57][CH2:58]3)[N:49]=2)=[CH:60][N:61]=1. The catalyst is C(Cl)Cl.CO.CN(C)C=O.C(Cl)Cl. The reactants are [C:1]([OH:6])(=O)[C@H:2]([CH3:4])[OH:3].O.ON1C2C=CC=CC=2N=N1.Cl.CN(CCCN=C=NCC)C.C(N(CC)CC)C.[CH3:37][C@H:38]1[NH:43][CH2:42][CH2:41][N:40]([C:44]2[N:45]([CH2:66][C:67]([F:70])([F:69])[F:68])[C:46]3[C:51]([N:52]=2)=[C:50]([N:53]2[CH2:58][CH2:57][O:56][CH2:55][CH2:54]2)[N:49]=[C:48]([C:59]2[CH:60]=[N:61][C:62]([NH2:65])=[N:63][CH:64]=2)[N:47]=3)[CH2:39]1. The yield is 0.360.